This data is from Catalyst prediction with 721,799 reactions and 888 catalyst types from USPTO. The task is: Predict which catalyst facilitates the given reaction. (1) Reactant: [CH2:1]([C:4]1[CH:9]=[C:8]([C:10](=[S:12])[NH2:11])[CH:7]=[CH:6][N:5]=1)[CH2:2][CH3:3].[Br:13][CH2:14][C:15]([C:17]1[CH:22]=[CH:21][C:20]([N+:23]([O-:25])=[O:24])=[CH:19][CH:18]=1)=O. Product: [BrH:13].[N+:23]([C:20]1[CH:21]=[CH:22][C:17]([C:15]2[N:11]=[C:10]([C:8]3[CH:7]=[CH:6][N:5]=[C:4]([CH2:1][CH2:2][CH3:3])[CH:9]=3)[S:12][CH:14]=2)=[CH:18][CH:19]=1)([O-:25])=[O:24]. The catalyst class is: 10. (2) Reactant: [N:1]1([CH2:8][CH2:9][CH2:10][O:11][C:12]2[CH:17]=[CH:16][C:15]([CH2:18][CH2:19][CH2:20][CH2:21][CH2:22][OH:23])=[CH:14][CH:13]=2)[CH2:7][CH2:6][CH2:5][CH2:4][CH2:3][CH2:2]1.[S:24](Cl)([CH3:27])(=[O:26])=[O:25].CCN(C(C)C)C(C)C. Product: [CH3:27][S:24]([O:23][CH2:22][CH2:21][CH2:20][CH2:19][CH2:18][C:15]1[CH:14]=[CH:13][C:12]([O:11][CH2:10][CH2:9][CH2:8][N:1]2[CH2:7][CH2:6][CH2:5][CH2:4][CH2:3][CH2:2]2)=[CH:17][CH:16]=1)(=[O:26])=[O:25]. The catalyst class is: 2. (3) Reactant: [CH2:1]([N:3]([CH2:36][CH3:37])[CH2:4][CH2:5][CH:6]1[CH2:11][CH2:10][N:9]([C:12](=[O:35])[CH2:13][C:14]2[CH:34]=[CH:33][C:17]3[O:18][CH2:19][C:20]4[CH:32]=[CH:31][CH:30]=[CH:29][C:21]=4/[C:22](=[CH:23]/[CH2:24][CH2:25][N:26]([CH3:28])[CH3:27])/[C:16]=3[CH:15]=2)[CH2:8][CH2:7]1)[CH3:2].[C:38]([OH:45])(=[O:44])/[CH:39]=[CH:40]/[C:41]([OH:43])=[O:42]. Product: [C:38]([OH:45])(=[O:44])/[CH:39]=[CH:40]/[C:41]([OH:43])=[O:42].[CH2:36]([N:3]([CH2:1][CH3:2])[CH2:4][CH2:5][CH:6]1[CH2:7][CH2:8][N:9]([C:12](=[O:35])[CH2:13][C:14]2[CH:34]=[CH:33][C:17]3[O:18][CH2:19][C:20]4[CH:32]=[CH:31][CH:30]=[CH:29][C:21]=4/[C:22](=[CH:23]/[CH2:24][CH2:25][N:26]([CH3:27])[CH3:28])/[C:16]=3[CH:15]=2)[CH2:10][CH2:11]1)[CH3:37]. The catalyst class is: 5. (4) Reactant: [Cl:1][C:2]1[N:7]=[C:6](Cl)[C:5]([C:9]([F:12])([F:11])[F:10])=[CH:4][N:3]=1.C(=O)([O-])[O-].[K+].[K+].Cl.[CH:20]1([NH2:24])[CH2:23][CH2:22][CH2:21]1. Product: [Cl:1][C:2]1[N:7]=[C:6]([NH:24][CH:20]2[CH2:23][CH2:22][CH2:21]2)[C:5]([C:9]([F:12])([F:11])[F:10])=[CH:4][N:3]=1. The catalyst class is: 10. (5) The catalyst class is: 880. Product: [F:23][CH:2]([F:1])[CH2:3][O:4][C:5]1[CH:6]=[C:7]2[C:12](=[CH:13][CH:14]=1)[N:11]([CH:15]1[CH2:16][CH2:17][N:18]([CH:24]=[O:25])[CH2:19][CH2:20]1)[C:10](=[O:21])[NH:9][C:8]2=[O:22]. Reactant: [F:1][CH:2]([F:23])[CH2:3][O:4][C:5]1[CH:6]=[C:7]2[C:12](=[CH:13][CH:14]=1)[N:11]([CH:15]1[CH2:20][CH2:19][NH:18][CH2:17][CH2:16]1)[C:10](=[O:21])[NH:9][C:8]2=[O:22].[CH:24]([O-])=[O:25].[NH4+].O. (6) Reactant: [NH:1]1[CH2:8][CH2:7][C:6](=[O:9])[NH:5][CH2:4][C:3]2[CH:10]=[CH:11][CH:12]=[CH:13][C:2]1=2.[C:14](OC(=O)C)(=[O:16])[CH3:15]. Product: [C:14]([N:1]1[CH2:8][CH2:7][C:6](=[O:9])[NH:5][CH2:4][C:3]2[CH:10]=[CH:11][CH:12]=[CH:13][C:2]1=2)(=[O:16])[CH3:15]. The catalyst class is: 10. (7) Reactant: [C:1]([O:4][CH2:5][CH2:6][CH2:7][CH2:8][OH:9])(=[O:3])[CH3:2].C(Cl)Cl.[N+:13]([O-])([OH:15])=[O:14].S(=O)(=O)(O)O. Product: [N+:13]([O:9][CH2:8][CH2:7][CH2:6][CH2:5][O:4][C:1](=[O:3])[CH3:2])([O-:15])=[O:14]. The catalyst class is: 6.